Dataset: Full USPTO retrosynthesis dataset with 1.9M reactions from patents (1976-2016). Task: Predict the reactants needed to synthesize the given product. (1) Given the product [O:1]1[CH2:6][CH2:5][N:4]([S:7]([C:10]2[CH:11]=[CH:12][C:13]([C:14]([O:16][CH3:24])=[O:15])=[CH:17][CH:18]=2)(=[O:9])=[O:8])[CH2:3][CH2:2]1, predict the reactants needed to synthesize it. The reactants are: [O:1]1[CH2:6][CH2:5][N:4]([S:7]([C:10]2[CH:18]=[CH:17][C:13]([C:14]([OH:16])=[O:15])=[CH:12][CH:11]=2)(=[O:9])=[O:8])[CH2:3][CH2:2]1.S(=O)(=O)(O)O.[CH3:24]O. (2) Given the product [OH:6][C@@H:5]1[CH2:7][CH2:8][N:9]([C:10]2[CH:15]=[CH:14][C:13]([S:16]([NH:19][C:20]3[S:21][CH:22]=[CH:23][N:24]=3)(=[O:18])=[O:17])=[CH:12][CH:11]=2)[C:4]1=[O:3], predict the reactants needed to synthesize it. The reactants are: CC1(C)[O:6][C@H:5]([CH2:7][CH2:8][NH:9][C:10]2[CH:15]=[CH:14][C:13]([S:16]([NH:19][C:20]3[S:21][CH:22]=[CH:23][N:24]=3)(=[O:18])=[O:17])=[CH:12][CH:11]=2)[C:4](=O)[O:3]1.O.C1(C)C=CC(S(O)(=O)=O)=CC=1.